Dataset: Catalyst prediction with 721,799 reactions and 888 catalyst types from USPTO. Task: Predict which catalyst facilitates the given reaction. (1) Reactant: C([O:3][C:4](=O)[CH2:5][C:6]1([NH2:10])[CH2:9][O:8][CH2:7]1)C.[CH3:12][NH2:13].O. Product: [NH2:10][C:6]1([CH2:5][C:4]([NH:13][CH3:12])=[O:3])[CH2:9][O:8][CH2:7]1. The catalyst class is: 11. (2) Reactant: [H-].[Na+].[Cl:3][C:4]1[N:12]=[C:11]2[C:7]([NH:8][C:9](=[O:19])[N:10]2[CH:13]2[CH2:18][CH2:17][O:16][CH2:15][CH2:14]2)=[CH:6][N:5]=1.Cl[CH2:21][O:22][CH2:23][CH2:24][Si:25]([CH3:28])([CH3:27])[CH3:26]. Product: [Cl:3][C:4]1[N:12]=[C:11]2[C:7]([N:8]([CH2:21][O:22][CH2:23][CH2:24][Si:25]([CH3:28])([CH3:27])[CH3:26])[C:9](=[O:19])[N:10]2[CH:13]2[CH2:14][CH2:15][O:16][CH2:17][CH2:18]2)=[CH:6][N:5]=1. The catalyst class is: 3. (3) Reactant: [CH:1]1([C:4]2[N:5]=[CH:6][C:7]([O:10][C@H:11]3[CH2:40][N:14]4[CH2:15][CH2:16][N:17]([C:19](=[O:39])[CH:20]([NH:31]C(=O)OC(C)(C)C)[C:21]5[CH:26]=[CH:25][C:24]([C:27]([F:30])([F:29])[F:28])=[CH:23][CH:22]=5)[CH2:18][C@@H:13]4[CH2:12]3)=[N:8][CH:9]=2)[CH2:3][CH2:2]1. Product: [NH2:31][CH:20]([C:21]1[CH:22]=[CH:23][C:24]([C:27]([F:28])([F:30])[F:29])=[CH:25][CH:26]=1)[C:19]([N:17]1[CH2:16][CH2:15][N:14]2[CH2:40][C@H:11]([O:10][C:7]3[CH:6]=[N:5][C:4]([CH:1]4[CH2:3][CH2:2]4)=[CH:9][N:8]=3)[CH2:12][C@H:13]2[CH2:18]1)=[O:39]. The catalyst class is: 393. (4) The catalyst class is: 136. Product: [CH3:60][C:59]1[C:58]([NH:57][C:46]([C:43]2[CH:44]=[CH:45][C:13]3[C@:3]4([CH2:1][C:2]5[CH:87]=[CH:86][CH:85]=[CH:84][CH:83]=5)[CH2:9][CH2:10][C@@:11]([CH2:12][CH3:73])([OH:17])[CH2:5][C@@H:4]4[CH2:21][CH2:31][CH2:30][C:29]=3[CH:42]=2)=[O:48])=[CH:63][CH:62]=[CH:61][N:64]=1. Reactant: [CH2:1]([C@:3]12[CH2:13][CH2:12][C@@:11]([OH:17])(CCC)[CH2:10][C@H:9]1CCC[C:5]1C=C(C(O)=O)C=[CH:21][C:4]2=1)[CH3:2].C([C@@]12CC[C@](O)(CCC)C[C@@H]1C[CH2:31][CH2:30][C:29]1[CH:42]=[C:43]([C:46]([OH:48])=O)[CH:44]=[CH:45]C2=1)C.CN(C(O[N:57]1N=[N:64][C:59]2[CH:60]=[CH:61][CH:62]=[CH:63][C:58]1=2)=[N+](C)C)C.F[P-](F)(F)(F)(F)F.[CH3:73]CN(C(C)C)C(C)C.N1[CH:87]=[CH:86][CH:85]=[C:84](N)[C:83]=1N. (5) Reactant: [Cl:1][C:2]1[CH:9]=[CH:8][C:5]([CH:6]=[O:7])=[CH:4][CH:3]=1.[C-]#N.[Na+]. Product: [Cl:1][C:2]1[CH:9]=[CH:8][C:5]([C:6](=[O:7])[CH:6]([C:5]2[CH:8]=[CH:9][C:2]([Cl:1])=[CH:3][CH:4]=2)[OH:7])=[CH:4][CH:3]=1. The catalyst class is: 40. (6) Reactant: [Cl:1][C:2]1[C:7]([CH2:8]C)=[CH:6][C:5]([B:10]2[O:14]C(C)(C)C(C)(C)O2)=[C:4]([C:19]([O:22]COCC)([CH3:21])[CH3:20])[CH:3]=1.Cl.O. Product: [Cl:1][C:2]1[C:7]([CH3:8])=[CH:6][C:5]2[B:10]([OH:14])[O:22][C:19]([CH3:20])([CH3:21])[C:4]=2[CH:3]=1. The catalyst class is: 1. (7) Reactant: [CH2:1]([NH:8][C:9]1[CH:17]=[C:16]([N:18]2[CH2:23][CH2:22][N:21]([C:24](=[O:31])[C:25]3[CH:30]=[CH:29][CH:28]=[CH:27][CH:26]=3)[CH2:20][CH2:19]2)[CH:15]=[CH:14][C:10]=1[C:11]([OH:13])=O)[C:2]1[CH:7]=[CH:6][CH:5]=[CH:4][CH:3]=1.CN.C1COCC1.[CH2:39]([N:41](CC)CC)C.C1(P(N=[N+]=[N-])(C2C=CC=CC=2)=O)C=CC=CC=1. The catalyst class is: 1. Product: [CH2:1]([NH:8][C:9]1[CH:17]=[C:16]([N:18]2[CH2:19][CH2:20][N:21]([C:24](=[O:31])[C:25]3[CH:26]=[CH:27][CH:28]=[CH:29][CH:30]=3)[CH2:22][CH2:23]2)[CH:15]=[CH:14][C:10]=1[C:11]([NH:41][CH3:39])=[O:13])[C:2]1[CH:3]=[CH:4][CH:5]=[CH:6][CH:7]=1. (8) Reactant: [Br:1][C:2]1[CH:3]=[CH:4][C:5]([N+:16]([O-])=O)=[C:6]([N:8]2[CH2:12][CH2:11][CH2:10][CH:9]2[C:13](O)=[O:14])[CH:7]=1.O.O.[Sn](Cl)Cl.[OH-].[Na+].CCOC(C)=O. Product: [Br:1][C:2]1[CH:7]=[C:6]2[C:5]([NH:16][C:13](=[O:14])[CH:9]3[CH2:10][CH2:11][CH2:12][N:8]32)=[CH:4][CH:3]=1. The catalyst class is: 40. (9) Reactant: [F:1][C:2]1[CH:3]=[C:4]([OH:11])[CH:5]=[CH:6][C:7]=1[N+:8]([O-:10])=[O:9].C(N(C(C)C)CC)(C)C.[CH3:21][Si:22]([CH3:29])([CH3:28])[CH2:23][CH2:24][O:25][CH2:26]Cl. Product: [F:1][C:2]1[CH:3]=[C:4]([O:11][CH2:26][O:25][CH2:24][CH2:23][Si:22]([CH3:29])([CH3:28])[CH3:21])[CH:5]=[CH:6][C:7]=1[N+:8]([O-:10])=[O:9]. The catalyst class is: 4. (10) Reactant: [Br:1][C:2]1[CH:3]=[C:4]([C:11]([N:13]2[CH2:18][CH2:17][O:16][C:15]3[N:19]=[CH:20][C:21]([C:23]4[CH:28]=[CH:27][CH:26]=[CH:25][CH:24]=4)=[CH:22][C:14]2=3)=[O:12])[CH:5]=[C:6]([Br:10])[C:7]=1[O:8]C.B(Br)(Br)Br.O. Product: [Br:1][C:2]1[CH:3]=[C:4]([C:11]([N:13]2[CH2:18][CH2:17][O:16][C:15]3[N:19]=[CH:20][C:21]([C:23]4[CH:24]=[CH:25][CH:26]=[CH:27][CH:28]=4)=[CH:22][C:14]2=3)=[O:12])[CH:5]=[C:6]([Br:10])[C:7]=1[OH:8]. The catalyst class is: 4.